Dataset: Human liver microsome stability data. Task: Regression/Classification. Given a drug SMILES string, predict its absorption, distribution, metabolism, or excretion properties. Task type varies by dataset: regression for continuous measurements (e.g., permeability, clearance, half-life) or binary classification for categorical outcomes (e.g., BBB penetration, CYP inhibition). Dataset: hlm. (1) The molecule is CC(C)c1ccc(SCC(=O)N2CCOCC2C(=O)OCCCc2cccnc2)cc1. The result is 0 (unstable in human liver microsomes). (2) The compound is CC(C)N1C(=O)C(=O)N=C1NC(=NCCN(C)C)Nc1ccc(Cl)c(Cl)c1. The result is 0 (unstable in human liver microsomes). (3) The compound is CCN(CC)Nc1c(Nc2cccc(C(=O)N(C)C)c2O)c(=O)c1=O. The result is 0 (unstable in human liver microsomes). (4) The molecule is Cc1cccc2c(Nc3cccc(-c4nc5c(C(N)=O)cccc5[nH]4)c3)c3ccccc3nc12. The result is 1 (stable in human liver microsomes). (5) The drug is CC(C)[C@H](NC(=O)c1ccc(-c2ccc(CSc3nc(O)c4c(n3)CCC4)cc2)o1)C(=O)N[C@@H]1CCCC[C@H]1O. The result is 1 (stable in human liver microsomes). (6) The drug is CCc1n[nH]c(CC)c1Oc1cc(C)cc(C#N)c1. The result is 0 (unstable in human liver microsomes). (7) The drug is CCc1nc2cc(Cl)ccn2c1C(=O)NCc1ccc2oc(CN3CCOCC3)nc2c1. The result is 1 (stable in human liver microsomes).